Predict the product of the given reaction. From a dataset of Forward reaction prediction with 1.9M reactions from USPTO patents (1976-2016). (1) Given the reactants Cl.[C:2]([S:5][CH2:6][C:7]1[CH2:8][CH2:9][CH2:10][C:11]2[CH:17]=[CH:16][C:15]([Br:18])=[CH:14][C:12]=2[CH:13]=1)(=[NH:4])[NH2:3].OS(C(F)(F)F)(=O)=O, predict the reaction product. The product is: [Br:18][C:15]1[CH:16]=[CH:17][C:11]2[CH2:10][CH2:9][CH2:8][C@@H:7]3[CH2:6][S:5][C:2]([NH2:3])=[N:4][C@@H:13]3[C:12]=2[CH:14]=1. (2) Given the reactants [N:1]1([C:7]([N:9]2[CH2:14][CH:13]([C:15]3[CH:20]=[CH:19][C:18]([O:21][C:22]([F:25])([F:24])[F:23])=[CH:17][CH:16]=3)[CH2:12][CH:11]([C:26](O)=[O:27])[CH2:10]2)=[O:8])[CH2:6][CH2:5][O:4][CH2:3][CH2:2]1.[C:29]([NH:32][NH2:33])(=[O:31])[CH3:30], predict the reaction product. The product is: [C:29]([NH:32][NH:33][C:26]([CH:11]1[CH2:12][CH:13]([C:15]2[CH:20]=[CH:19][C:18]([O:21][C:22]([F:23])([F:25])[F:24])=[CH:17][CH:16]=2)[CH2:14][N:9]([C:7]([N:1]2[CH2:2][CH2:3][O:4][CH2:5][CH2:6]2)=[O:8])[CH2:10]1)=[O:27])(=[O:31])[CH3:30]. (3) The product is: [C:29]([N:23]1[CH2:24][CH2:25][C:20]2[N:19]=[C:18]([C:15]3[CH:14]=[CH:13][C:12]([O:11][C@H:9]4[CH2:10][C@H:7]([N:1]5[CH2:2][CH2:3][CH2:4][CH2:5][CH2:6]5)[CH2:8]4)=[CH:17][CH:16]=3)[NH:26][C:21]=2[CH2:22]1)(=[O:31])[CH3:30].[C:29]([N:23]1[CH2:24][CH2:25][C:20]2[N:19]=[C:18]([C:15]3[CH:14]=[CH:13][C:12]([O:11][C@H:9]4[CH2:10][C@@H:7]([N:1]5[CH2:2][CH2:3][CH2:4][CH2:5][CH2:6]5)[CH2:8]4)=[CH:17][CH:16]=3)[NH:26][C:21]=2[CH2:22]1)(=[O:31])[CH3:30]. Given the reactants [N:1]1([C@H:7]2[CH2:10][C@H:9]([O:11][C:12]3[CH:17]=[CH:16][C:15]([C:18]4[NH:26][C:21]5[CH:22]=[N:23][CH:24]=[CH:25][C:20]=5[N:19]=4)=[CH:14][CH:13]=3)[CH2:8]2)[CH2:6][CH2:5][CH2:4][CH2:3][CH2:2]1.[H][H].[C:29](O)(=[O:31])[CH3:30], predict the reaction product. (4) The product is: [Cl:8][C:6]1[CH:7]=[C:2]([N:22]2[CH2:23][CH2:24][O:25][CH2:26][C@H:21]2[CH3:20])[N:3]=[C:4]([NH:9][CH3:10])[N:5]=1. Given the reactants Cl[C:2]1[CH:7]=[C:6]([Cl:8])[N:5]=[C:4]([NH:9][CH3:10])[N:3]=1.CCN(C(C)C)C(C)C.[CH3:20][C@@H:21]1[CH2:26][O:25][CH2:24][CH2:23][NH:22]1, predict the reaction product.